From a dataset of Drug-target binding data from BindingDB using IC50 measurements. Regression. Given a target protein amino acid sequence and a drug SMILES string, predict the binding affinity score between them. We predict pIC50 (pIC50 = -log10(IC50 in M); higher means more potent). Dataset: bindingdb_ic50. The target protein (P20248) has sequence MLGNSAPGPATREAGSALLALQQTALQEDQENINPEKAAPVQQPRTRAALAVLKSGNPRGLAQQQRPKTRRVAPLKDLPVNDEHVTVPPWKANSKQPAFTIHVDEAEKEAQKKPAESQKIEREDALAFNSAISLPGPRKPLVPLDYPMDGSFESPHTMDMSIILEDEKPVSVNEVPDYHEDIHTYLREMEVKCKPKVGYMKKQPDITNSMRAILVDWLVEVGEEYKLQNETLHLAVNYIDRFLSSMSVLRGKLQLVGTAAMLLASKFEEIYPPEVAEFVYITDDTYTKKQVLRMEHLVLKVLTFDLAAPTVNQFLTQYFLHQQPANCKVESLAMFLGELSLIDADPYLKYLPSVIAGAAFHLALYTVTGQSWPESLIRKTGYTLESLKPCLMDLHQTYLKAPQHAQQSIREKYKNSKYHGVSLLNPPETLNL. The pIC50 is 7.3. The compound is CC[C@H](C)[C@H](NC(=O)[C@H](CC(C)C)NC(=O)[C@H](CCCNC(=N)N)NC(=O)[C@H](CCCNC(=N)N)NC(=O)[C@H](CCCCN)NC(=O)[C@H](C)NC(=O)[C@@H](N)Cc1cnc[nH]1)C(=O)N[C@@H](Cc1ccccc1)C(N)=O.